From a dataset of Catalyst prediction with 721,799 reactions and 888 catalyst types from USPTO. Predict which catalyst facilitates the given reaction. Reactant: [Cl:1][C:2]1[CH:7]=[CH:6][C:5]([C:8]([N:16]2[C:24]3[C:19](=[C:20]([N:25]([CH2:30][O:31][CH2:32][CH2:33][Si:34]([CH3:37])([CH3:36])[CH3:35])[S:26]([CH3:29])(=[O:28])=[O:27])[CH:21]=[CH:22][CH:23]=3)[CH:18]=[CH:17]2)([CH2:14][CH3:15])[C:9]#[C:10][C:11](O)=[O:12])=[CH:4][CH:3]=1.CC[N:40](C(C)C)C(C)C.CN(C(ON1N=NC2C=CC=NC1=2)=[N+](C)C)C.F[P-](F)(F)(F)(F)F.[NH4+].[Cl-]. Product: [Cl:1][C:2]1[CH:7]=[CH:6][C:5]([C:8]([N:16]2[C:24]3[C:19](=[C:20]([N:25]([CH2:30][O:31][CH2:32][CH2:33][Si:34]([CH3:35])([CH3:36])[CH3:37])[S:26]([CH3:29])(=[O:28])=[O:27])[CH:21]=[CH:22][CH:23]=3)[CH:18]=[CH:17]2)([CH2:14][CH3:15])[C:9]#[C:10][C:11]([NH2:40])=[O:12])=[CH:4][CH:3]=1. The catalyst class is: 3.